Regression. Given two drug SMILES strings and cell line genomic features, predict the synergy score measuring deviation from expected non-interaction effect. From a dataset of NCI-60 drug combinations with 297,098 pairs across 59 cell lines. (1) Drug 1: CC12CCC3C(C1CCC2OP(=O)(O)O)CCC4=C3C=CC(=C4)OC(=O)N(CCCl)CCCl.[Na+]. Drug 2: N.N.Cl[Pt+2]Cl. Cell line: NCI-H226. Synergy scores: CSS=11.6, Synergy_ZIP=-2.77, Synergy_Bliss=0.0366, Synergy_Loewe=-16.3, Synergy_HSA=-1.05. (2) Drug 1: CCCS(=O)(=O)NC1=C(C(=C(C=C1)F)C(=O)C2=CNC3=C2C=C(C=N3)C4=CC=C(C=C4)Cl)F. Drug 2: C1C(C(OC1N2C=NC3=C(N=C(N=C32)Cl)N)CO)O. Cell line: NCI/ADR-RES. Synergy scores: CSS=33.7, Synergy_ZIP=-10.3, Synergy_Bliss=-2.04, Synergy_Loewe=-54.2, Synergy_HSA=-2.78. (3) Drug 2: COCCOC1=C(C=C2C(=C1)C(=NC=N2)NC3=CC=CC(=C3)C#C)OCCOC.Cl. Cell line: IGROV1. Synergy scores: CSS=26.7, Synergy_ZIP=-10.2, Synergy_Bliss=-2.41, Synergy_Loewe=2.12, Synergy_HSA=3.19. Drug 1: C1CN1C2=NC(=NC(=N2)N3CC3)N4CC4.